This data is from Forward reaction prediction with 1.9M reactions from USPTO patents (1976-2016). The task is: Predict the product of the given reaction. (1) Given the reactants C(OC(=O)[NH:7][C@H:8]([CH2:31][C:32]1[CH:37]=[C:36]([F:38])[C:35]([F:39])=[CH:34][C:33]=1[F:40])[CH2:9][C:10]([N:12]1[CH2:17][CH:16](C(=O)N)[N:15]2[C:21]([C:27]([F:30])([F:29])[F:28])=[N:22][C:23](CCC)=[C:14]2[CH2:13]1)=[O:11])(C)(C)C.FC(F)(F)[C:44]([OH:46])=O, predict the reaction product. The product is: [CH2:8]([NH:7][C:44]([C:23]1[N:22]=[C:21]([C:27]([F:30])([F:29])[F:28])[N:15]2[CH2:16][CH2:17][N:12]([C:10](=[O:11])[CH2:9][C@H:8]([NH2:7])[CH2:31][C:32]3[CH:37]=[C:36]([F:38])[C:35]([F:39])=[CH:34][C:33]=3[F:40])[CH2:13][C:14]=12)=[O:46])[CH2:9][CH3:10]. (2) Given the reactants [CH3:1][NH:2][C:3]([C:5]1[N:6]([CH3:32])[C:7]([CH2:20][NH:21][S:22]([C:25]2[CH:30]=[CH:29][CH:28]=[CH:27][C:26]=2[Cl:31])(=[O:24])=[O:23])=[CH:8][C:9](=[O:19])[C:10]=1[O:11]CC1C=CC=CC=1)=[O:4].C1(S(C(N)C2N(C)C(C(O)=O)=C(O)C(=O)C=2)(=O)=O)C=CC=CC=1, predict the reaction product. The product is: [CH3:1][NH:2][C:3]([C:5]1[N:6]([CH3:32])[C:7]([CH2:20][NH:21][S:22]([C:25]2[CH:30]=[CH:29][CH:28]=[CH:27][C:26]=2[Cl:31])(=[O:23])=[O:24])=[CH:8][C:9](=[O:19])[C:10]=1[OH:11])=[O:4]. (3) Given the reactants [Cl:1][C:2]1[CH:7]=[CH:6][CH:5]=[CH:4][C:3]=1[C:8]1[CH:19]=[C:18]2[C:14]([CH:15]=[C:16]([CH2:25][OH:26])[N:17]2[CH2:20][CH2:21][CH2:22][O:23][CH3:24])=[C:13]2[C:9]=1[C:10](=[O:28])[NH:11][C:12]2=[O:27].[Br:29]Br.C(Cl)(Cl)Cl, predict the reaction product. The product is: [Br:29][C:15]1[C:14]2[C:18](=[CH:19][C:8]([C:3]3[CH:4]=[CH:5][CH:6]=[CH:7][C:2]=3[Cl:1])=[C:9]3[C:13]=2[C:12](=[O:27])[NH:11][C:10]3=[O:28])[N:17]([CH2:20][CH2:21][CH2:22][O:23][CH3:24])[C:16]=1[CH2:25][OH:26]. (4) Given the reactants [NH2:1][C:2]1[CH:10]=[C:9]([CH3:11])[CH:8]=[CH:7][C:3]=1[C:4](O)=[O:5].[O-:12][C:13]#[N:14].[K+].[OH-].[Na+], predict the reaction product. The product is: [CH3:11][C:9]1[CH:10]=[C:2]2[C:3]([C:4](=[O:5])[NH:14][C:13](=[O:12])[NH:1]2)=[CH:7][CH:8]=1. (5) Given the reactants [CH:1]1([C:7](Cl)=[O:8])[CH2:6][CH2:5][CH2:4][CH2:3][CH2:2]1.[CH3:10][O:11][C:12]1[CH:17]=[CH:16][C:15]([CH3:18])=[CH:14][C:13]=1[NH:19][C:20]([NH:22][C:23]1[CH:28]=[CH:27][C:26]([N:29]2[CH2:34][CH2:33][NH:32][CH2:31][CH2:30]2)=[CH:25][CH:24]=1)=[O:21].C(=O)([O-])O.[Na+].C(OC(C)C)(C)C, predict the reaction product. The product is: [CH:1]1([C:7]([N:32]2[CH2:33][CH2:34][N:29]([C:26]3[CH:27]=[CH:28][C:23]([NH:22][C:20]([NH:19][C:13]4[CH:14]=[C:15]([CH3:18])[CH:16]=[CH:17][C:12]=4[O:11][CH3:10])=[O:21])=[CH:24][CH:25]=3)[CH2:30][CH2:31]2)=[O:8])[CH2:6][CH2:5][CH2:4][CH2:3][CH2:2]1. (6) Given the reactants [N+:1]([O-:4])(O)=[O:2].[F:5][C:6]1[CH:15]=[C:14]([NH:16][C:17]([C:19]2[CH:24]=[CH:23][CH:22]=[CH:21][N:20]=2)=[O:18])[CH:13]=[CH:12][C:7]=1[C:8]([O:10][CH3:11])=[O:9].C(=O)([O-])[O-].[Na+].[Na+], predict the reaction product. The product is: [F:5][C:6]1[CH:15]=[C:14]([NH:16][C:17]([C:19]2[CH:24]=[CH:23][CH:22]=[CH:21][N:20]=2)=[O:18])[C:13]([N+:1]([O-:4])=[O:2])=[CH:12][C:7]=1[C:8]([O:10][CH3:11])=[O:9]. (7) Given the reactants [N:1]1[CH:6]=[CH:5][CH:4]=[CH:3][C:2]=1[O:7][CH:8]([C:10]1[CH:18]=[CH:17][C:13]([C:14]([OH:16])=O)=[CH:12][CH:11]=1)[CH3:9].Cl.CN(C)CCCN=C=NCC.C(N(CC)CC)C.[NH2:38][CH2:39][C:40]1[C:41]([OH:48])=[N:42][C:43]([CH3:47])=[CH:44][C:45]=1[CH3:46], predict the reaction product. The product is: [OH:48][C:41]1[C:40]([CH2:39][NH:38][C:14](=[O:16])[C:13]2[CH:12]=[CH:11][C:10]([CH:8]([O:7][C:2]3[CH:3]=[CH:4][CH:5]=[CH:6][N:1]=3)[CH3:9])=[CH:18][CH:17]=2)=[C:45]([CH3:46])[CH:44]=[C:43]([CH3:47])[N:42]=1.